From a dataset of Full USPTO retrosynthesis dataset with 1.9M reactions from patents (1976-2016). Predict the reactants needed to synthesize the given product. (1) Given the product [O:23]=[S:12]1(=[O:24])[C:18]2[CH:19]=[CH:20][CH:21]=[CH:22][C:17]=2[CH2:16][N:15]([C:2]2[N:3]=[C:4]([NH:3][CH2:4][CH2:5][CH2:6][NH2:7])[C:5]3[S:10][CH:9]=[CH:8][C:6]=3[N:7]=2)[CH2:14][CH2:13]1, predict the reactants needed to synthesize it. The reactants are: Cl[C:2]1[N:3]=[C:4](Cl)[C:5]2[S:10][CH:9]=[CH:8][C:6]=2[N:7]=1.[S:12]1(=[O:24])(=[O:23])[C:18]2[CH:19]=[CH:20][CH:21]=[CH:22][C:17]=2[CH2:16][NH:15][CH2:14][CH2:13]1. (2) Given the product [CH3:26][O:25][C:22]1[CH:23]=[CH:24][C:19]([C@H:2]2[N:11]([C:12]([O:13][C:14]([CH3:17])([CH3:16])[CH3:15])=[O:18])[CH2:10][CH2:9][N:4]3[C:5](=[O:8])[CH2:6][CH2:7][C@@H:3]23)=[C:20]([CH3:27])[CH:21]=1, predict the reactants needed to synthesize it. The reactants are: O[C@H:2]([C:19]1[CH:24]=[CH:23][C:22]([O:25][CH3:26])=[CH:21][C:20]=1[CH3:27])[C@@H:3]1[CH2:7][CH2:6][C:5](=[O:8])[N:4]1[CH2:9][CH2:10][NH:11][C:12](=[O:18])[O:13][C:14]([CH3:17])([CH3:16])[CH3:15].CCN(CC)CC.CS(Cl)(=O)=O.N#N. (3) The reactants are: [Cl:1][C:2]1[CH:3]=[C:4]2[C:8](=[CH:9][CH:10]=1)[NH:7][C:6](=[O:11])[C:5]2([CH2:14][CH2:15][CH2:16]Cl)[CH2:12][CH3:13].Cl[C:19]1[S:27][C:26]2[CH2:25][CH2:24][NH:23][CH2:22][C:21]=2[CH:20]=1. Given the product [Cl:1][C:2]1[CH:3]=[C:4]2[C:8](=[CH:9][CH:10]=1)[NH:7][C:6](=[O:11])[C:5]2([CH2:14][CH2:15][CH2:16][N:23]1[CH2:24][CH2:25][C:26]2[S:27][CH:19]=[CH:20][C:21]=2[CH2:22]1)[CH2:12][CH3:13], predict the reactants needed to synthesize it. (4) Given the product [F:25][C:23]1[CH:22]=[CH:21][C:20]([C:26]([F:29])([F:28])[F:27])=[C:19]([CH:16]2[CH2:17][CH2:18][N:13]([C:11]([C:8]3[N:6]4[CH:7]=[C:2]([C:30]#[N:31])[CH:3]=[CH:4][C:5]4=[N:10][N:9]=3)=[O:12])[CH2:14][CH2:15]2)[CH:24]=1, predict the reactants needed to synthesize it. The reactants are: Br[C:2]1[CH:3]=[CH:4][C:5]2[N:6]([C:8]([C:11]([N:13]3[CH2:18][CH2:17][CH:16]([C:19]4[CH:24]=[C:23]([F:25])[CH:22]=[CH:21][C:20]=4[C:26]([F:29])([F:28])[F:27])[CH2:15][CH2:14]3)=[O:12])=[N:9][N:10]=2)[CH:7]=1.[CH3:30][N:31](C=O)C. (5) Given the product [O:29]=[C:19]1[C:18]2[C:13](=[CH:14][CH:15]=[C:16]([C:35]3[CH:36]=[CH:37][C:32]([CH3:31])=[CH:33][CH:34]=3)[CH:17]=2)[N:12]=[C:11]([N:9]2[CH:10]=[C:6]([C:4]([OH:3])=[O:5])[CH:7]=[N:8]2)[NH:20]1, predict the reactants needed to synthesize it. The reactants are: C([O:3][C:4]([C:6]1[CH:7]=[N:8][N:9]([C:11]2[N:20](COCC[Si](C)(C)C)[C:19](=[O:29])[C:18]3[C:13](=[CH:14][CH:15]=[C:16](I)[CH:17]=3)[N:12]=2)[CH:10]=1)=[O:5])C.[CH3:31][C:32]1[CH:37]=[CH:36][C:35](B(O)O)=[CH:34][CH:33]=1. (6) The reactants are: [Cl:1][C:2]1[CH:34]=[CH:33][C:5]([C:6]([NH:8][CH:9]([CH2:21][C:22]2[C:31]3[C:26](=[CH:27][CH:28]=[CH:29][CH:30]=3)[NH:25][C:24](=[O:32])[CH:23]=2)[C:10]([O:12][CH2:13][CH2:14][N:15]2[CH2:20][CH2:19][O:18][CH2:17][CH2:16]2)=[O:11])=[O:7])=[CH:4][CH:3]=1.[P:35](=[O:39])([OH:38])([OH:37])[OH:36]. Given the product [P:35](=[O:36])([OH:39])([OH:38])[OH:37].[Cl:1][C:2]1[CH:3]=[CH:4][C:5]([C:6]([NH:8][CH:9]([CH2:21][C:22]2[C:31]3[C:26](=[CH:27][CH:28]=[CH:29][CH:30]=3)[NH:25][C:24](=[O:32])[CH:23]=2)[C:10]([O:12][CH2:13][CH2:14][N:15]2[CH2:16][CH2:17][O:18][CH2:19][CH2:20]2)=[O:11])=[O:7])=[CH:33][CH:34]=1, predict the reactants needed to synthesize it. (7) Given the product [CH3:1][C:2]1[CH:7]=[C:6]([NH:8][CH:9]2[CH2:14][CH2:13][N:12]([C@H:15]3[CH2:16][CH2:17][C@H:18]([O:21][CH:22]4[CH2:25][CH2:24][CH2:23]4)[CH2:19][CH2:20]3)[CH2:11][CH2:10]2)[C:5]([NH2:26])=[CH:4][CH:3]=1, predict the reactants needed to synthesize it. The reactants are: [CH3:1][C:2]1[CH:3]=[CH:4][C:5]([N+:26]([O-])=O)=[C:6]([NH:8][CH:9]2[CH2:14][CH2:13][N:12]([C@H:15]3[CH2:20][CH2:19][C@H:18]([O:21][CH:22]4[CH2:25][CH2:24][CH2:23]4)[CH2:17][CH2:16]3)[CH2:11][CH2:10]2)[CH:7]=1.O.NN.